Dataset: Forward reaction prediction with 1.9M reactions from USPTO patents (1976-2016). Task: Predict the product of the given reaction. Given the reactants [NH:1]1[CH2:6][CH2:5][O:4][CH2:3][CH2:2]1.C1(P(C2CCCCC2)C2C=CC=CC=2C2C(OC(C)C)=CC=CC=2OC(C)C)CCCCC1.C(=O)([O-])[O-].[Cs+].[Cs+].[CH2:46]([O:48][C:49]1[CH:50]=[C:51]([CH:57]=[C:58]([O:61][CH2:62][CH3:63])[C:59]=1I)[C:52]([O:54][CH2:55][CH3:56])=[O:53])[CH3:47], predict the reaction product. The product is: [CH2:62]([O:61][C:58]1[CH:57]=[C:51]([CH:50]=[C:49]([O:48][CH2:46][CH3:47])[C:59]=1[N:1]1[CH2:6][CH2:5][O:4][CH2:3][CH2:2]1)[C:52]([O:54][CH2:55][CH3:56])=[O:53])[CH3:63].